The task is: Predict which catalyst facilitates the given reaction.. This data is from Catalyst prediction with 721,799 reactions and 888 catalyst types from USPTO. (1) Reactant: [C:1]([NH:8][C@@H:9]([C:13]([OH:15])=O)[CH:10]([CH3:12])[CH3:11])([O:3][C:4]([CH3:7])([CH3:6])[CH3:5])=[O:2].C(Cl)CCl.C1C=CC2N(O)N=NC=2C=1.Cl.[Cl:31][C:32]1[CH:37]=[CH:36][C:35]([C:38]2([OH:46])[CH2:43][CH2:42][NH:41][CH2:40][C:39]2([CH3:45])[CH3:44])=[CH:34][C:33]=1[O:47][CH3:48].CCN(C(C)C)C(C)C. Product: [Cl:31][C:32]1[CH:37]=[CH:36][C:35]([C:38]2([OH:46])[CH2:43][CH2:42][N:41]([C:13](=[O:15])[C@H:9]([NH:8][C:1](=[O:2])[O:3][C:4]([CH3:5])([CH3:6])[CH3:7])[CH:10]([CH3:11])[CH3:12])[CH2:40][C:39]2([CH3:44])[CH3:45])=[CH:34][C:33]=1[O:47][CH3:48]. The catalyst class is: 4. (2) Reactant: [N:1]1[CH:6]=[CH:5][CH:4]=[C:3]([O:7][CH2:8][CH2:9][CH2:10][NH2:11])[CH:2]=1.[O:12]=[C:13]([OH:25])[C@@H:14]([C@H:16]([C@H:18]([C@@H:20]([C:22]([OH:24])=[O:23])[OH:21])[OH:19])[OH:17])[OH:15].O. Product: [O:12]=[C:13]([OH:25])[C@@H:14]([C@H:16]([C@H:18]([C@@H:20]([C:22]([OH:24])=[O:23])[OH:21])[OH:19])[OH:17])[OH:15].[N:1]1[CH:6]=[CH:5][CH:4]=[C:3]([O:7][CH2:8][CH2:9][CH2:10][NH2:11])[CH:2]=1.[N:1]1[CH:6]=[CH:5][CH:4]=[C:3]([O:7][CH2:8][CH2:9][CH2:10][NH2:11])[CH:2]=1. The catalyst class is: 8.